From a dataset of Full USPTO retrosynthesis dataset with 1.9M reactions from patents (1976-2016). Predict the reactants needed to synthesize the given product. (1) Given the product [O:33]=[C:24]1[C:25]2[C:30](=[CH:29][CH:28]=[CH:27][CH:26]=2)[C:31](=[O:32])[N:23]1[C:11]1[S:12][CH:13]=[C:14]([C:15]2[CH:16]=[CH:17][C:18]([CH2:21][CH3:22])=[CH:19][CH:20]=2)[C:10]=1[C:8]([OH:9])=[O:7], predict the reactants needed to synthesize it. The reactants are: [OH-].[Na+].CO.C([O:7][C:8]([C:10]1[C:14]([C:15]2[CH:20]=[CH:19][C:18]([CH2:21][CH3:22])=[CH:17][CH:16]=2)=[CH:13][S:12][C:11]=1[N:23]1[C:31](=[O:32])[C:30]2[C:25](=[CH:26][CH:27]=[CH:28][CH:29]=2)[C:24]1=[O:33])=[O:9])C.Cl. (2) The reactants are: [CH:1]([C:3]1[N:7]([CH3:8])[N:6]=[C:5]([C:9]2[CH:14]=[CH:13][C:12]([OH:15])=[CH:11][CH:10]=2)[C:4]=1[C:16]1[C:17]([CH3:25])=[C:18](C(O)=O)[O:19][C:20]=1[CH3:21])=[O:2].N1C2C(=CC=C3C=2N=CC=C3)C=CC=1. Given the product [CH3:21][C:20]1[O:19][CH:18]=[C:17]([CH3:25])[C:16]=1[C:4]1[C:5]([C:9]2[CH:14]=[CH:13][C:12]([OH:15])=[CH:11][CH:10]=2)=[N:6][N:7]([CH3:8])[C:3]=1[CH:1]=[O:2], predict the reactants needed to synthesize it. (3) Given the product [NH:23]1[CH:24]=[C:20]([C:15]2[CH:16]=[CH:17][CH:18]=[CH:19][C:14]=2[CH2:13][CH2:12][C@H:7]([NH2:8])[C:6]([O-:44])=[O:47])[N:21]=[CH:22]1.[Li+:48], predict the reactants needed to synthesize it. The reactants are: C([C@@H]1C(OC)=[N:8][C@@H:7]([CH2:12][CH2:13][C:14]2[CH:19]=[CH:18][CH:17]=[CH:16][C:15]=2[C:20]2[N:21]=[CH:22][N:23](C(C3C=CC=CC=3)(C3C=CC=CC=3)C3C=CC=CC=3)[CH:24]=2)[C:6]([O:44]C)=N1)(C)C.Cl.[OH:47][Li:48].O. (4) Given the product [NH2:29][C@@H:19]1[CH2:18][CH2:17][C@@H:16]([C:10]2[CH:11]=[CH:12][CH:13]=[C:14]([F:15])[C:9]=2[F:8])[CH2:22][N:21]([CH2:23][CH2:24][S:25]([CH3:27])=[O:26])[C:20]1=[O:28], predict the reactants needed to synthesize it. The reactants are: FC(F)(F)C(O)=O.[F:8][C:9]1[C:14]([F:15])=[CH:13][CH:12]=[CH:11][C:10]=1[C@H:16]1[CH2:22][N:21]([CH2:23][CH2:24][S:25]([CH3:27])=[O:26])[C:20](=[O:28])[C@H:19]([NH:29]C(=O)OC(C)(C)C)[CH2:18][CH2:17]1.